This data is from Forward reaction prediction with 1.9M reactions from USPTO patents (1976-2016). The task is: Predict the product of the given reaction. (1) Given the reactants Br[C:2]1[CH:7]=[CH:6][N:5]=[C:4]([NH2:8])[C:3]=1[NH2:9].[O:10]1[CH2:15][CH2:14][N:13]([C:16]2[CH:24]=[CH:23][C:19]([C:20](O)=O)=[CH:18][CH:17]=2)[CH2:12][CH2:11]1.O=P(Cl)(Cl)[Cl:27], predict the reaction product. The product is: [Cl:27][C:2]1[CH:7]=[CH:6][N:5]=[C:4]2[NH:8][C:20]([C:19]3[CH:23]=[CH:24][C:16]([N:13]4[CH2:14][CH2:15][O:10][CH2:11][CH2:12]4)=[CH:17][CH:18]=3)=[N:9][C:3]=12. (2) Given the reactants [F:1][C:2]([F:29])([CH2:21][O:22][C:23]1[CH:28]=[CH:27][CH:26]=[CH:25][CH:24]=1)/[CH:3]=[CH:4]/[C@H:5]1[C@H:9]([OH:10])[CH2:8][C@H:7]([OH:11])[C@@H:6]1[CH2:12]/[CH:13]=[CH:14]\[CH2:15][CH2:16][CH2:17][C:18]([OH:20])=[O:19].I[CH2:31][CH2:32][O:33][C:34]1[CH:35]=[C:36]([CH:39]=[CH:40][C:41]=1[CH3:42])[CH:37]=[O:38].C1CCN2C(=NCCC2)CC1, predict the reaction product. The product is: [F:1][C:2]([F:29])([CH2:21][O:22][C:23]1[CH:24]=[CH:25][CH:26]=[CH:27][CH:28]=1)/[CH:3]=[CH:4]/[C@H:5]1[C@H:9]([OH:10])[CH2:8][C@H:7]([OH:11])[C@@H:6]1[CH2:12]/[CH:13]=[CH:14]\[CH2:15][CH2:16][CH2:17][C:18]([O:20][CH2:31][CH2:32][O:33][C:34]1[CH:35]=[C:36]([CH:37]=[O:38])[CH:39]=[CH:40][C:41]=1[CH3:42])=[O:19].